This data is from Reaction yield outcomes from USPTO patents with 853,638 reactions. The task is: Predict the reaction yield, written as a fraction of the theoretical maximum amount of product (1.0 means a 100% yield; for example, 0.34 means a 34% yield). (1) The reactants are Br[C:2]1[N:7]=[C:6]([C:8]([OH:10])=[O:9])[CH:5]=[CH:4][C:3]=1[F:11].[F:12][C:13]1[CH:14]=[C:15](B(O)O)[CH:16]=[CH:17][C:18]=1[F:19]. The catalyst is C1C=CC(P(C2C=CC=CC=2)[C-]2C=CC=C2)=CC=1.C1C=CC(P(C2C=CC=CC=2)[C-]2C=CC=C2)=CC=1.Cl[Pd]Cl.[Fe+2].C(Cl)Cl. The product is [F:12][C:13]1[CH:14]=[C:15]([C:2]2[N:7]=[C:6]([C:8]([OH:10])=[O:9])[CH:5]=[CH:4][C:3]=2[F:11])[CH:16]=[CH:17][C:18]=1[F:19]. The yield is 0.700. (2) The reactants are C(OC([NH:8][C@H:9]1[CH2:14][CH2:13][CH2:12][CH2:11][C@H:10]1[NH:15][C:16]1[N:21]=[C:20]([C:22]2[S:26][N:25]=[C:24]([CH2:27][CH3:28])[CH:23]=2)[C:19]2[C:29](=[O:39])[N:30](C(OC(C)(C)C)=O)[CH2:31][C:18]=2[C:17]=1[F:40])=O)(C)(C)C.Cl.O1CCOCC1.CCO. The catalyst is CO. The product is [NH2:8][C@H:9]1[CH2:14][CH2:13][CH2:12][CH2:11][C@H:10]1[NH:15][C:16]1[N:21]=[C:20]([C:22]2[S:26][N:25]=[C:24]([CH2:27][CH3:28])[CH:23]=2)[C:19]2[C:29](=[O:39])[NH:30][CH2:31][C:18]=2[C:17]=1[F:40]. The yield is 0.360.